From a dataset of Ames mutagenicity test results for genotoxicity prediction. Regression/Classification. Given a drug SMILES string, predict its toxicity properties. Task type varies by dataset: regression for continuous values (e.g., LD50, hERG inhibition percentage) or binary classification for toxic/non-toxic outcomes (e.g., AMES mutagenicity, cardiotoxicity, hepatotoxicity). Dataset: ames. (1) The compound is CCOP(=S)(OCC)Oc1nc(Cl)n(C(C)C)n1. The result is 1 (mutagenic). (2) The drug is CCn1c(N)nc2c3ncc(C)nc3ccc21. The result is 1 (mutagenic). (3) The molecule is CCOP(=S)(OCC)SCCl. The result is 0 (non-mutagenic). (4) The drug is OC(c1ccc(Cl)cc1)(c1ccc(Cl)cc1)C1CC1. The result is 0 (non-mutagenic).